This data is from NCI-60 drug combinations with 297,098 pairs across 59 cell lines. The task is: Regression. Given two drug SMILES strings and cell line genomic features, predict the synergy score measuring deviation from expected non-interaction effect. (1) Drug 1: CS(=O)(=O)CCNCC1=CC=C(O1)C2=CC3=C(C=C2)N=CN=C3NC4=CC(=C(C=C4)OCC5=CC(=CC=C5)F)Cl. Drug 2: C1=NNC2=C1C(=O)NC=N2. Cell line: 786-0. Synergy scores: CSS=14.1, Synergy_ZIP=-4.35, Synergy_Bliss=0.754, Synergy_Loewe=-6.20, Synergy_HSA=0.381. (2) Drug 1: C1C(C(OC1N2C=C(C(=O)NC2=O)F)CO)O. Drug 2: C1C(C(OC1N2C=NC(=NC2=O)N)CO)O. Cell line: KM12. Synergy scores: CSS=34.3, Synergy_ZIP=-4.39, Synergy_Bliss=-4.33, Synergy_Loewe=-3.98, Synergy_HSA=2.82. (3) Drug 1: C1C(C(OC1N2C=NC3=C2NC=NCC3O)CO)O. Drug 2: CCC1(C2=C(COC1=O)C(=O)N3CC4=CC5=C(C=CC(=C5CN(C)C)O)N=C4C3=C2)O.Cl. Cell line: NCI/ADR-RES. Synergy scores: CSS=17.5, Synergy_ZIP=-3.80, Synergy_Bliss=1.09, Synergy_Loewe=-11.7, Synergy_HSA=-1.45. (4) Drug 1: CC1C(C(CC(O1)OC2CC(CC3=C2C(=C4C(=C3O)C(=O)C5=C(C4=O)C(=CC=C5)OC)O)(C(=O)C)O)N)O.Cl. Drug 2: CCC(=C(C1=CC=CC=C1)C2=CC=C(C=C2)OCCN(C)C)C3=CC=CC=C3.C(C(=O)O)C(CC(=O)O)(C(=O)O)O. Cell line: HOP-92. Synergy scores: CSS=33.4, Synergy_ZIP=2.47, Synergy_Bliss=6.92, Synergy_Loewe=-1.11, Synergy_HSA=7.17. (5) Drug 1: CC1C(C(=O)NC(C(=O)N2CCCC2C(=O)N(CC(=O)N(C(C(=O)O1)C(C)C)C)C)C(C)C)NC(=O)C3=C4C(=C(C=C3)C)OC5=C(C(=O)C(=C(C5=N4)C(=O)NC6C(OC(=O)C(N(C(=O)CN(C(=O)C7CCCN7C(=O)C(NC6=O)C(C)C)C)C)C(C)C)C)N)C. Drug 2: CC1=CC=C(C=C1)C2=CC(=NN2C3=CC=C(C=C3)S(=O)(=O)N)C(F)(F)F. Cell line: OVCAR-5. Synergy scores: CSS=50.6, Synergy_ZIP=1.63, Synergy_Bliss=-1.27, Synergy_Loewe=-57.8, Synergy_HSA=-1.88. (6) Drug 1: C1=C(C(=O)NC(=O)N1)N(CCCl)CCCl. Drug 2: C1=CN(C=N1)CC(O)(P(=O)(O)O)P(=O)(O)O. Cell line: MOLT-4. Synergy scores: CSS=5.29, Synergy_ZIP=-30.6, Synergy_Bliss=-57.2, Synergy_Loewe=-67.5, Synergy_HSA=-56.8. (7) Drug 1: CS(=O)(=O)C1=CC(=C(C=C1)C(=O)NC2=CC(=C(C=C2)Cl)C3=CC=CC=N3)Cl. Drug 2: C1=CN(C=N1)CC(O)(P(=O)(O)O)P(=O)(O)O. Cell line: SK-MEL-28. Synergy scores: CSS=0.413, Synergy_ZIP=3.22, Synergy_Bliss=6.05, Synergy_Loewe=-3.62, Synergy_HSA=-0.671. (8) Drug 1: CN1CCC(CC1)COC2=C(C=C3C(=C2)N=CN=C3NC4=C(C=C(C=C4)Br)F)OC. Drug 2: C1=CN(C(=O)N=C1N)C2C(C(C(O2)CO)O)O.Cl. Cell line: M14. Synergy scores: CSS=14.4, Synergy_ZIP=4.87, Synergy_Bliss=6.41, Synergy_Loewe=-20.2, Synergy_HSA=4.03. (9) Drug 2: C1CN(CCN1C(=O)CCBr)C(=O)CCBr. Cell line: HS 578T. Synergy scores: CSS=20.2, Synergy_ZIP=-4.24, Synergy_Bliss=3.91, Synergy_Loewe=-6.04, Synergy_HSA=0.0292. Drug 1: CN1C2=C(C=C(C=C2)N(CCCl)CCCl)N=C1CCCC(=O)O.Cl. (10) Drug 1: C1C(C(OC1N2C=NC3=C(N=C(N=C32)Cl)N)CO)O. Drug 2: C1C(C(OC1N2C=NC(=NC2=O)N)CO)O. Cell line: TK-10. Synergy scores: CSS=18.9, Synergy_ZIP=-4.16, Synergy_Bliss=3.12, Synergy_Loewe=-3.73, Synergy_HSA=3.14.